Dataset: Full USPTO retrosynthesis dataset with 1.9M reactions from patents (1976-2016). Task: Predict the reactants needed to synthesize the given product. (1) Given the product [F:20][C:4]1[CH:5]=[C:6]([O:8][C@H:9]2[CH2:13][CH2:12][CH2:11][C@@H:10]2[C:14]2[N:18]([CH3:19])[N:17]=[CH:16][CH:15]=2)[CH:7]=[C:2]([F:1])[C:3]=1[S:21]([NH2:24])(=[O:23])=[O:22], predict the reactants needed to synthesize it. The reactants are: [F:1][C:2]1[CH:7]=[C:6]([O:8][C@H:9]2[CH2:13][CH2:12][CH2:11][C@@H:10]2[C:14]2[N:18]([CH3:19])[N:17]=[CH:16][CH:15]=2)[CH:5]=[C:4]([F:20])[C:3]=1[S:21]([N:24](CC1C=CC(OC)=CC=1OC)C(=O)OC(C)(C)C)(=[O:23])=[O:22].C([SiH](CC)CC)C.FC(F)(F)C(O)=O. (2) Given the product [C:8]([C:10]1([C:16]2[N:21]=[CH:20][C:19]([NH:22][C:23]([C:25]3[CH:26]=[N:27][N:28]([C:31]4[CH:36]=[CH:35][C:34]([C:37]([F:40])([F:39])[F:38])=[CH:33][N:32]=4)[C:29]=3[CH3:30])=[O:24])=[CH:18][CH:17]=2)[CH2:11][CH2:12][N:13]([S:4]([CH:1]2[CH2:3][CH2:2]2)(=[O:6])=[O:5])[CH2:14][CH2:15]1)#[N:9], predict the reactants needed to synthesize it. The reactants are: [CH:1]1([S:4](Cl)(=[O:6])=[O:5])[CH2:3][CH2:2]1.[C:8]([C:10]1([C:16]2[N:21]=[CH:20][C:19]([NH:22][C:23]([C:25]3[CH:26]=[N:27][N:28]([C:31]4[CH:36]=[CH:35][C:34]([C:37]([F:40])([F:39])[F:38])=[CH:33][N:32]=4)[C:29]=3[CH3:30])=[O:24])=[CH:18][CH:17]=2)[CH2:15][CH2:14][NH:13][CH2:12][CH2:11]1)#[N:9].C(=O)([O-])[O-].[K+].[K+].O. (3) Given the product [Cl:1][C:2]1[CH:3]=[CH:4][C:5]([C:8]2[N:9]=[C:10]3[N:14]([C:15]=2[CH2:16][OH:17])[CH:13]=[C:12]([C:28]([OH:27])([CH3:29])[CH3:22])[S:11]3)=[CH:6][CH:7]=1, predict the reactants needed to synthesize it. The reactants are: [Cl:1][C:2]1[CH:7]=[CH:6][C:5]([C:8]2[N:9]=[C:10]3[N:14]([C:15]=2[CH2:16][OH:17])[CH:13]=[C:12](C(OC)=O)[S:11]3)=[CH:4][CH:3]=1.[CH3:22][Mg]Br.C([O:27][CH2:28][CH3:29])C. (4) Given the product [C:36]([NH:12][CH:7]1[CH2:6][C:5]2[C:9](=[CH:10][CH:11]=[C:3]([OH:2])[CH:4]=2)[CH2:8]1)([O:35][C:32]([CH3:34])([CH3:33])[CH3:31])=[O:37], predict the reactants needed to synthesize it. The reactants are: C[O:2][C:3]1[CH:4]=[C:5]2[C:9](=[CH:10][CH:11]=1)[CH2:8][CH:7]([NH2:12])[CH2:6]2.Br.OC1C=C2C(=CC=1)CC(N)C2.C([O-])([O-])=O.[K+].[K+].[CH3:31][C:32]([O:35][C:36](O[C:36]([O:35][C:32]([CH3:34])([CH3:33])[CH3:31])=[O:37])=[O:37])([CH3:34])[CH3:33].[NH4+].[Cl-]. (5) Given the product [CH3:19][O:18][CH2:17][CH2:16][N:12]1[CH:13]=[C:9]([B:4]2[O:5][C:6]([CH3:7])([CH3:8])[C:2]([CH3:14])([CH3:1])[O:3]2)[CH:10]=[N:11]1, predict the reactants needed to synthesize it. The reactants are: [CH3:1][C:2]1([CH3:14])[C:6]([CH3:8])([CH3:7])[O:5][B:4]([C:9]2[CH:10]=[N:11][NH:12][CH:13]=2)[O:3]1.Br[CH2:16][CH2:17][O:18][CH3:19].[H-].[Na+].